Dataset: Peptide-MHC class II binding affinity with 134,281 pairs from IEDB. Task: Regression. Given a peptide amino acid sequence and an MHC pseudo amino acid sequence, predict their binding affinity value. This is MHC class II binding data. (1) The peptide sequence is GELQIVDKIDAAFKM. The MHC is DRB1_1302 with pseudo-sequence DRB1_1302. The binding affinity (normalized) is 0.391. (2) The peptide sequence is ICDSRVLERYLLEAK. The MHC is DRB1_0404 with pseudo-sequence DRB1_0404. The binding affinity (normalized) is 0.140. (3) The peptide sequence is NGILKKLSSIKSKSR. The MHC is DRB4_0101 with pseudo-sequence DRB4_0103. The binding affinity (normalized) is 0.422. (4) The peptide sequence is GELQIVDKIDAEFKI. The MHC is DRB1_1201 with pseudo-sequence DRB1_1201. The binding affinity (normalized) is 0.562. (5) The peptide sequence is RQLIKTDISMSMPKF. The MHC is DRB1_0404 with pseudo-sequence DRB1_0404. The binding affinity (normalized) is 0.639. (6) The peptide sequence is AAATRGTTVYGAFAA. The MHC is HLA-DQA10102-DQB10602 with pseudo-sequence HLA-DQA10102-DQB10602. The binding affinity (normalized) is 0.731.